This data is from Full USPTO retrosynthesis dataset with 1.9M reactions from patents (1976-2016). The task is: Predict the reactants needed to synthesize the given product. (1) Given the product [CH2:18]([O:25][C:26]([N:28]1[CH2:33][CH2:32][CH:31]([CH:34]([C:40]([O:42][C:43]([CH3:46])([CH3:45])[CH3:44])=[O:41])[CH2:35][S:36]([N:2]2[CH2:3][CH2:4][C:5]3[C:10](=[CH:9][CH:8]=[CH:7][CH:6]=3)[CH2:1]2)(=[O:38])=[O:37])[CH2:30][CH2:29]1)=[O:27])[C:19]1[CH:20]=[CH:21][CH:22]=[CH:23][CH:24]=1, predict the reactants needed to synthesize it. The reactants are: [CH2:1]1[C:10]2[C:5](=[CH:6][CH:7]=[CH:8][CH:9]=2)[CH2:4][CH2:3][NH:2]1.C(N(CC)CC)C.[CH2:18]([O:25][C:26]([N:28]1[CH2:33][CH2:32][CH:31]([CH:34]([C:40]([O:42][C:43]([CH3:46])([CH3:45])[CH3:44])=[O:41])[CH2:35][S:36](Cl)(=[O:38])=[O:37])[CH2:30][CH2:29]1)=[O:27])[C:19]1[CH:24]=[CH:23][CH:22]=[CH:21][CH:20]=1. (2) Given the product [F:23][C:24]([F:30])([O:45][C:42]1[CH:43]=[C:44]([F:48])[C:39]([F:38])=[C:40]([F:47])[CH:41]=1)[CH:14]1[CH2:15][C:12]2([CH2:11][CH:10]([CH:7]3[CH2:8][CH2:9][CH:4]([CH2:1][CH2:2][CH3:3])[CH2:5][CH2:6]3)[CH2:22]2)[CH2:13]1, predict the reactants needed to synthesize it. The reactants are: [CH2:1]([CH:4]1[CH2:9][CH2:8][CH:7]([CH:10]2[CH2:22][C:12]3([CH2:15][C:14](=C4SCCCS4)[CH2:13]3)[CH2:11]2)[CH2:6][CH2:5]1)[CH2:2][CH3:3].[F:23][C:24]([F:30])(F)S(O)(=O)=O.C(N(CC)CC)C.[F:38][C:39]1[CH:44]=[CH:43][C:42]([OH:45])=[C:41](F)[C:40]=1[F:47].[FH:48].F.F.C(N(CC)CC)C.[OH-].[Na+].S([O-])(O)=O. (3) Given the product [CH3:20][C:17]1([CH3:21])[N:16]([C:22]([O:24][C:25]([CH3:26])([CH3:27])[CH3:28])=[O:23])[C@@H:15]([CH2:14][C:13](=[O:29])[C:1]2[CH:6]=[CH:5][CH:4]=[CH:3][CH:2]=2)[CH2:19][O:18]1, predict the reactants needed to synthesize it. The reactants are: [C:1]1([Mg]Br)[CH:6]=[CH:5][CH:4]=[CH:3][CH:2]=1.COCN[C:13](=[O:29])[CH2:14][C@H:15]1[CH2:19][O:18][C:17]([CH3:21])([CH3:20])[N:16]1[C:22]([O:24][C:25]([CH3:28])([CH3:27])[CH3:26])=[O:23]. (4) Given the product [CH2:29]1[C:38]2[C:33](=[CH:34][CH:35]=[CH:36][CH:37]=2)[CH2:32][CH2:31][N:30]1[C:2]1[CH:28]=[CH:27][C:5]([C:6]([N:8]2[CH2:13][CH2:12][C:11]([CH2:15][N:16]3[C:21](=[O:22])[C:20]4[CH:23]=[N:24][N:25]([CH3:26])[C:19]=4[N:18]=[CH:17]3)([OH:14])[CH2:10][CH2:9]2)=[O:7])=[CH:4][CH:3]=1, predict the reactants needed to synthesize it. The reactants are: Br[C:2]1[CH:28]=[CH:27][C:5]([C:6]([N:8]2[CH2:13][CH2:12][C:11]([CH2:15][N:16]3[C:21](=[O:22])[C:20]4[CH:23]=[N:24][N:25]([CH3:26])[C:19]=4[N:18]=[CH:17]3)([OH:14])[CH2:10][CH2:9]2)=[O:7])=[CH:4][CH:3]=1.[CH2:29]1[C:38]2[C:33](=[CH:34][CH:35]=[CH:36][CH:37]=2)[CH2:32][CH2:31][NH:30]1.C(=O)([O-])[O-].[Cs+].[Cs+].